From a dataset of Reaction yield outcomes from USPTO patents with 853,638 reactions. Predict the reaction yield, written as a fraction of the theoretical maximum amount of product (1.0 means a 100% yield; for example, 0.34 means a 34% yield). (1) The reactants are [F:1][C:2]1[CH:3]=[C:4]([CH2:8][CH2:9][C:10]([OH:12])=[O:11])[CH:5]=[CH:6][CH:7]=1.OS(O)(=O)=O.[CH3:18]O. No catalyst specified. The product is [F:1][C:2]1[CH:3]=[C:4]([CH2:8][CH2:9][C:10]([O:12][CH3:18])=[O:11])[CH:5]=[CH:6][CH:7]=1. The yield is 0.980. (2) The reactants are [C:1]1([N:7]2[C:11]3[CH:12]=[CH:13][CH:14]=[CH:15][C:10]=3[N:9]=[C:8]2[C:16]2[CH:21]=[CH:20][C:19](B3OC(C)(C)C(C)(C)O3)=[CH:18][CH:17]=2)[CH:6]=[CH:5][CH:4]=[CH:3][CH:2]=1.[Br:31][C:32]1[CH:37]=[CH:36][C:35](I)=[CH:34][CH:33]=1.C(=O)([O-])[O-].[K+].[K+]. The catalyst is O1CCOCC1.O.C1C=CC([P]([Pd]([P](C2C=CC=CC=2)(C2C=CC=CC=2)C2C=CC=CC=2)([P](C2C=CC=CC=2)(C2C=CC=CC=2)C2C=CC=CC=2)[P](C2C=CC=CC=2)(C2C=CC=CC=2)C2C=CC=CC=2)(C2C=CC=CC=2)C2C=CC=CC=2)=CC=1. The product is [Br:31][C:32]1[CH:37]=[CH:36][C:35]([C:19]2[CH:18]=[CH:17][C:16]([C:8]3[N:7]([C:1]4[CH:2]=[CH:3][CH:4]=[CH:5][CH:6]=4)[C:11]4[CH:12]=[CH:13][CH:14]=[CH:15][C:10]=4[N:9]=3)=[CH:21][CH:20]=2)=[CH:34][CH:33]=1. The yield is 0.600.